Dataset: Reaction yield outcomes from USPTO patents with 853,638 reactions. Task: Predict the reaction yield, written as a fraction of the theoretical maximum amount of product (1.0 means a 100% yield; for example, 0.34 means a 34% yield). (1) The reactants are C[O:2][C:3]1[CH:4]=[C:5]2[C:9](=[CH:10][CH:11]=1)[C@H:8]([C@H:12]([CH2:17][CH3:18])[C:13]([O:15][CH3:16])=[O:14])[CH2:7][CH2:6]2.[Al+3].[Cl-].[Cl-].[Cl-].CCS. The catalyst is C(Cl)Cl. The product is [OH:2][C:3]1[CH:4]=[C:5]2[C:9](=[CH:10][CH:11]=1)[C@H:8]([C@H:12]([CH2:17][CH3:18])[C:13]([O:15][CH3:16])=[O:14])[CH2:7][CH2:6]2. The yield is 0.980. (2) The reactants are [O:1]=[C:2]1[NH:6][C:5](=[O:7])[C:4](=[CH:8][C:9]2[CH:14]=[CH:13][C:12]([C:15]3[CH:20]=[CH:19][CH:18]=[C:17]([CH2:21][NH:22][C:23](=[O:29])[O:24][C:25]([CH3:28])([CH3:27])[CH3:26])[CH:16]=3)=[CH:11][CH:10]=2)[S:3]1.N1C=CC=CC=1.[Li+].[BH4-].Cl. The catalyst is C1COCC1. The product is [O:1]=[C:2]1[NH:6][C:5](=[O:7])[CH:4]([CH2:8][C:9]2[CH:10]=[CH:11][C:12]([C:15]3[CH:20]=[CH:19][CH:18]=[C:17]([CH2:21][NH:22][C:23](=[O:29])[O:24][C:25]([CH3:27])([CH3:26])[CH3:28])[CH:16]=3)=[CH:13][CH:14]=2)[S:3]1. The yield is 0.660.